Task: Regression. Given two drug SMILES strings and cell line genomic features, predict the synergy score measuring deviation from expected non-interaction effect.. Dataset: Merck oncology drug combination screen with 23,052 pairs across 39 cell lines (1) Drug 1: COc1cc(C2c3cc4c(cc3C(OC3OC5COC(C)OC5C(O)C3O)C3COC(=O)C23)OCO4)cc(OC)c1O. Drug 2: CS(=O)(=O)CCNCc1ccc(-c2ccc3ncnc(Nc4ccc(OCc5cccc(F)c5)c(Cl)c4)c3c2)o1. Cell line: OVCAR3. Synergy scores: synergy=26.5. (2) Drug 1: CS(=O)(=O)CCNCc1ccc(-c2ccc3ncnc(Nc4ccc(OCc5cccc(F)c5)c(Cl)c4)c3c2)o1. Drug 2: COC1=C2CC(C)CC(OC)C(O)C(C)C=C(C)C(OC(N)=O)C(OC)C=CC=C(C)C(=O)NC(=CC1=O)C2=O. Cell line: UACC62. Synergy scores: synergy=14.6. (3) Drug 1: COc1cccc2c1C(=O)c1c(O)c3c(c(O)c1C2=O)CC(O)(C(=O)CO)CC3OC1CC(N)C(O)C(C)O1. Drug 2: C=CCn1c(=O)c2cnc(Nc3ccc(N4CCN(C)CC4)cc3)nc2n1-c1cccc(C(C)(C)O)n1. Cell line: A2058. Synergy scores: synergy=9.27. (4) Drug 1: O=S1(=O)NC2(CN1CC(F)(F)F)C1CCC2Cc2cc(C=CCN3CCC(C(F)(F)F)CC3)ccc2C1. Drug 2: CCc1c2c(nc3ccc(O)cc13)-c1cc3c(c(=O)n1C2)COC(=O)C3(O)CC. Cell line: OCUBM. Synergy scores: synergy=10.3. (5) Drug 1: CCC1=CC2CN(C1)Cc1c([nH]c3ccccc13)C(C(=O)OC)(c1cc3c(cc1OC)N(C)C1C(O)(C(=O)OC)C(OC(C)=O)C4(CC)C=CCN5CCC31C54)C2. Drug 2: CCc1cnn2c(NCc3ccc[n+]([O-])c3)cc(N3CCCCC3CCO)nc12. Cell line: EFM192B. Synergy scores: synergy=-13.6. (6) Drug 1: O=C(CCCCCCC(=O)Nc1ccccc1)NO. Drug 2: O=C(NOCC(O)CO)c1ccc(F)c(F)c1Nc1ccc(I)cc1F. Cell line: MDAMB436. Synergy scores: synergy=20.2. (7) Drug 2: NC1(c2ccc(-c3nc4ccn5c(=O)[nH]nc5c4cc3-c3ccccc3)cc2)CCC1. Synergy scores: synergy=52.8. Drug 1: COC12C(COC(N)=O)C3=C(C(=O)C(C)=C(N)C3=O)N1CC1NC12. Cell line: KPL1. (8) Drug 1: O=S1(=O)NC2(CN1CC(F)(F)F)C1CCC2Cc2cc(C=CCN3CCC(C(F)(F)F)CC3)ccc2C1. Drug 2: CN(C)C(=N)N=C(N)N. Cell line: A2780. Synergy scores: synergy=9.58.